This data is from Peptide-MHC class II binding affinity with 134,281 pairs from IEDB. The task is: Regression. Given a peptide amino acid sequence and an MHC pseudo amino acid sequence, predict their binding affinity value. This is MHC class II binding data. The binding affinity (normalized) is 0.824. The MHC is DRB5_0101 with pseudo-sequence DRB5_0101. The peptide sequence is TLYLQMNSLRAEDTA.